This data is from Catalyst prediction with 721,799 reactions and 888 catalyst types from USPTO. The task is: Predict which catalyst facilitates the given reaction. (1) Reactant: [CH3:1][N:2]([CH2:10][C:11]1[CH:15]=[C:14]([C:16]2[CH:20]=[CH:19][S:18][CH:17]=2)[N:13]([S:21]([C:24]2[CH:29]=[CH:28][CH:27]=[CH:26][CH:25]=2)(=[O:23])=[O:22])[CH:12]=1)C(=O)OC(C)(C)C.C(OCC)(=O)C.[ClH:36]. Product: [ClH:36].[CH3:1][NH:2][CH2:10][C:11]1[CH:15]=[C:14]([C:16]2[CH:20]=[CH:19][S:18][CH:17]=2)[N:13]([S:21]([C:24]2[CH:29]=[CH:28][CH:27]=[CH:26][CH:25]=2)(=[O:23])=[O:22])[CH:12]=1. The catalyst class is: 5. (2) Reactant: F[C:2]1[CH:7]=[CH:6][C:5]([N+:8]([O-:10])=[O:9])=[CH:4][CH:3]=1.C([O-])([O-])=O.[Cs+].[Cs+].[CH3:17][CH:18]([SH:20])[CH3:19]. Product: [CH:18]([S:20][C:2]1[CH:7]=[CH:6][C:5]([N+:8]([O-:10])=[O:9])=[CH:4][CH:3]=1)([CH3:19])[CH3:17]. The catalyst class is: 3. (3) Reactant: CCN(C(C)C)C(C)C.C1C=CC2N(O)N=NC=2C=1.[CH3:20][O:21][CH2:22][C:23]([OH:25])=O.CCN=C=NCCCN(C)C.[NH2:37][C@@H:38]1[C:46]2[C:41](=[CH:42][CH:43]=[CH:44][CH:45]=2)[CH2:40][C@H:39]1[NH:47][C:48]([C:50]1[NH:54][C:53]2[C:55]([Cl:59])=[C:56]([Cl:58])[S:57][C:52]=2[CH:51]=1)=[O:49]. Product: [Cl:58][C:56]1[S:57][C:52]2[CH:51]=[C:50]([C:48]([NH:47][C@@H:39]3[CH2:40][C:41]4[C:46](=[CH:45][CH:44]=[CH:43][CH:42]=4)[C@H:38]3[NH:37][C:23](=[O:25])[CH2:22][O:21][CH3:20])=[O:49])[NH:54][C:53]=2[C:55]=1[Cl:59]. The catalyst class is: 2. (4) Reactant: [Br:1][C:2]1[CH:3]=[C:4]2[C:9](=[CH:10][CH:11]=1)[CH:8]=[C:7]([OH:12])[CH:6]=[CH:5]2.C(=O)([O-])[O-].[Cs+].[Cs+].Cl[CH2:20][C:21]1[C:22]([C:29]2[C:34]([Cl:35])=[CH:33][CH:32]=[CH:31][C:30]=2[Cl:36])=[N:23][O:24][C:25]=1[CH:26]([CH3:28])[CH3:27].C(OCC)(=O)C. Product: [Br:1][C:2]1[CH:3]=[C:4]2[C:9](=[CH:10][CH:11]=1)[CH:8]=[C:7]([O:12][CH2:20][C:21]1[C:22]([C:29]3[C:30]([Cl:36])=[CH:31][CH:32]=[CH:33][C:34]=3[Cl:35])=[N:23][O:24][C:25]=1[CH:26]([CH3:28])[CH3:27])[CH:6]=[CH:5]2. The catalyst class is: 35.